Dataset: B-cell epitopes from IEDB database with 3,159 antigens for binding position prediction. Task: Token-level Classification. Given an antigen amino acid sequence, predict which amino acid positions are active epitope sites capable of antibody binding. Output is a list of indices for active positions. (1) Given the antigen sequence: MSTNPKPQRKTKRNTNRRPQDVKFPGGGQIVGGVYLLPRRGPRLGVRAIRKTSERSQPRGRRQPIPKARRPEGRAWAQPGYPWPLYGNEGMGWAGWLLSPRGSRPSWGPTDPRRRSRNLGKVIDTLTCGLADLMGYVPLVGGPLGGAARALAHGVRVLEDGVNYATGNMPGCSFSIFLLALLSCLTVPASAHEVRNASGVYHVTNDCSNSSIVFEAADLIMHTPGCVPCVREGNSSRCWVALTPTLAARNATIPTTTIRHHVDLLVGAAALCSAMYVGDLCGSVFLVSQLFTFSPRRHATLQDCNCSIYPGHASGHRMAWDMMMNWSPTTALVVSQLLRIPQAVIDMVAGAHWGVLAGLAYYSMAGNWAKVLIVMLLFAGVDGHTLTTGGHAARLTSGFAGLFTPGPSQRIQLINTNGSWHINRTALNCNDSLQTGFLAALFYAHRFNSSGCPGRMASCRSIDKFDQGWGPITYAEPTKDPDQRPYCWHYPPQQCGIVPA..., which amino acid positions are active epitope sites? The epitope positions are: [563, 564, 565, 566, 567, 568, 569, 570, 571, 572, 573, 574, 575, 576, 577, 578, 579, 580, 581, 582]. The amino acids at these positions are: TCGAPPCNIGGVGNNTLTCP. (2) The epitope positions are: [348, 349, 350, 351, 352, 353, 354, 355]. The amino acids at these positions are: SENHTAFG. Given the antigen sequence: MHQPKKRLAKKSWAFLTAALTLGVITGVGGYFLFNQNKQRSSVSNFAYQPKQLSVKHQQAVDETLTPWTWNNNNFSSLKITGENPGSFGLVRSQNDNLNISSVTKNSSDDNLKYLNAVEKYLDGQQNFAIRRYDNNGRALYDINLAKMENPSTVQRGLNGEPIFDPFKGFGLTGNAPTDWNEIKGKVPVEVVQSPHSPNLYFVLLVPKVALEYHNLNNQVVKESLEVKATQSSFNPTQRLQKDSPVKDSSKQGEKLSETTASSMSSGMATSTRAKALKVEVERGSQSDSLLKNDFAKKPLKHKNSSGEVKLEAEKEFTEAWKPLLTTDQIAREKGMGATVVSFYDAPYSENHTAFGLVDHIDPKKMVENYPPSWKTPKWNHHGIWDYNARNLLLQTTGFFNPRRHPEWFDEGQAKADNTSPGFKVGDTDHKKDGFKKNSSSPIALPFEAYFANIGNMVAIGNSVFIFGGNGHATKMFTTNPLSIGVFRIKYTDNFSKSSV..., which amino acid positions are active epitope sites?